Dataset: Reaction yield outcomes from USPTO patents with 853,638 reactions. Task: Predict the reaction yield, written as a fraction of the theoretical maximum amount of product (1.0 means a 100% yield; for example, 0.34 means a 34% yield). (1) The reactants are [CH:1]([C:3]1[CH:18]=[CH:17][C:6]([O:7][C:8]2[CH:16]=[CH:15][C:11]([C:12]([NH2:14])=[O:13])=[CH:10][N:9]=2)=[C:5]([O:19][CH3:20])[CH:4]=1)=O.[C:21]1([CH3:30])[CH:26]=[CH:25][C:24]([CH2:27][CH2:28][NH2:29])=[CH:23][CH:22]=1.[BH4-].[Na+]. The catalyst is CO. The product is [CH3:20][O:19][C:5]1[CH:4]=[C:3]([CH2:1][NH:29][CH2:28][CH2:27][C:24]2[CH:25]=[CH:26][C:21]([CH3:30])=[CH:22][CH:23]=2)[CH:18]=[CH:17][C:6]=1[O:7][C:8]1[CH:16]=[CH:15][C:11]([C:12]([NH2:14])=[O:13])=[CH:10][N:9]=1. The yield is 0.978. (2) The reactants are [C:1]1(B(O)O)[CH:6]=[CH:5][CH:4]=[CH:3][CH:2]=1.C([O-])([O-])=O.[Na+].[Na+].Br[C:17]1[CH:18]=[C:19]([CH:21]=[CH:22][CH:23]=1)[NH2:20]. The catalyst is CO.CC([O-])=O.CC([O-])=O.[Pd+2]. The product is [C:1]1([C:17]2[CH:18]=[C:19]([CH:21]=[CH:22][CH:23]=2)[NH2:20])[CH:6]=[CH:5][CH:4]=[CH:3][CH:2]=1. The yield is 1.00. (3) The reactants are [N+:1]([C:4]1[CH:14]=[CH:13][CH:12]=[C:6]2[C:7]([O:9][C:10](=[O:11])[C:5]=12)=O)([O-:3])=[O:2].[NH2:15][CH2:16][CH2:17][CH2:18][C:19]([OH:21])=[O:20]. No catalyst specified. The product is [N+:1]([C:4]1[CH:14]=[CH:13][CH:12]=[C:6]2[C:7]([N:15]([CH2:16][CH2:17][CH2:18][C:19]([OH:21])=[O:20])[C:10](=[O:11])[C:5]=12)=[O:9])([O-:3])=[O:2]. The yield is 0.790. (4) The reactants are [Br:1][C:2]1[CH:7]=[CH:6][N:5]=[C:4]2[NH:8][CH:9]=[CH:10][C:3]=12.FC(S(OS(C(F)(F)F)(=O)=O)(=O)=[O:16])(F)F.N1[C:30]2=[N+]([O-])C=C[CH:34]=[C:29]2[CH:28]=C1.CN(C)[CH:38]=[O:39]. The catalyst is [Br-].C([N+](CCCC)(CCCC)CCCC)CCC. The product is [Br:1][C:2]1[CH:7]=[CH:6][N:5]=[C:4]2[N:8]([C:38]([O:39][C:29]([CH3:30])([CH3:34])[CH3:28])=[O:16])[CH:9]=[CH:10][C:3]=12. The yield is 0.343. (5) The reactants are C([O:8][C:9]1[CH:14]=[C:13]([O:15]CC2C=CC=CC=2)[C:12]([Cl:23])=[CH:11][C:10]=1[C:24]1[O:28][N:27]=[C:26]([CH2:29][NH2:30])[C:25]=1[C:31]1[CH:36]=[CH:35][C:34]([F:37])=[CH:33][CH:32]=1)C1C=CC=CC=1.[C:38](OC(=O)C)(=[O:40])[CH3:39].C(N(CC)CC)C.B(Cl)(Cl)Cl. The catalyst is C(Cl)Cl. The product is [Cl:23][C:12]1[C:13]([OH:15])=[CH:14][C:9]([OH:8])=[C:10]([C:24]2[O:28][N:27]=[C:26]([CH2:29][NH:30][C:38](=[O:40])[CH3:39])[C:25]=2[C:31]2[CH:36]=[CH:35][C:34]([F:37])=[CH:33][CH:32]=2)[CH:11]=1. The yield is 0.140. (6) The reactants are [CH:1]([NH:4][CH:5]1[CH2:10][CH2:9][NH:8][CH2:7][CH2:6]1)([CH3:3])[CH3:2].ClCCl.[CH3:14][O:15][C:16]1[CH:21]=[CH:20][N:19]=[CH:18][C:17]=1[CH:22]=O.C(O[BH-](OC(=O)C)OC(=O)C)(=O)C.[Na+]. The catalyst is Cl. The product is [CH:1]([NH:4][CH:5]1[CH2:10][CH2:9][N:8]([CH2:22][C:17]2[CH:18]=[N:19][CH:20]=[CH:21][C:16]=2[O:15][CH3:14])[CH2:7][CH2:6]1)([CH3:3])[CH3:2]. The yield is 0.800. (7) The reactants are ClC1C=C(C#CC2NOC3NCCC=23)C=CC=1.C(OC([N:25]1[CH:32]2[CH:28]([C:29]([C:33]#[C:34][C:35]3[CH:40]=[CH:39][CH:38]=[C:37]([Br:41])[CH:36]=3)=[N:30][O:31]2)[CH2:27][CH2:26]1)=O)(C)(C)C. No catalyst specified. The product is [Br:41][C:37]1[CH:36]=[C:35]([C:34]#[C:33][C:29]2[NH:30][O:31][CH:32]3[NH:25][CH2:26][CH2:27][C:28]=23)[CH:40]=[CH:39][CH:38]=1. The yield is 0.890. (8) The reactants are [NH2:1][CH2:2][C:3]1[C:4]([NH2:10])=[N:5][C:6]([CH3:9])=[N:7][CH:8]=1.C(N(CC)CC)C.[CH3:18][C:19]([O:22][C:23](O[C:23]([O:22][C:19]([CH3:21])([CH3:20])[CH3:18])=[O:24])=[O:24])([CH3:21])[CH3:20]. The catalyst is C(Cl)Cl.CO. The product is [C:19]([O:22][C:23](=[O:24])[NH:1][CH2:2][C:3]1[C:4]([NH2:10])=[N:5][C:6]([CH3:9])=[N:7][CH:8]=1)([CH3:21])([CH3:20])[CH3:18]. The yield is 0.850.